Dataset: Forward reaction prediction with 1.9M reactions from USPTO patents (1976-2016). Task: Predict the product of the given reaction. (1) Given the reactants Cl.Cl[CH2:3][C:4]1[CH:9]=[CH:8][N:7]=[CH:6][CH:5]=1.[Cl:10][C:11]1[CH:16]=[CH:15][C:14]([S:17]([O-:19])=[O:18])=[CH:13][CH:12]=1.[Na+].C([O-])(=O)C.[K+], predict the reaction product. The product is: [Cl:10][C:11]1[CH:16]=[CH:15][C:14]([S:17]([CH2:3][C:4]2[CH:9]=[CH:8][N:7]=[CH:6][CH:5]=2)(=[O:19])=[O:18])=[CH:13][CH:12]=1. (2) Given the reactants COC1C=[N:10][C:9]([C:12]#[N:13])=[C:8]2[C:4]=1[CH:5]=[CH:6][NH:7]2.[C:14]([NH:17][NH2:18])(=O)[CH3:15].[CH2:19]([O:21][C:22]([CH3:24])=O)C.O, predict the reaction product. The product is: [CH3:19][O:21][C:22]1[CH:24]=[N:10][C:9]([C:12]2[NH:13][C:14]([CH3:15])=[N:17][N:18]=2)=[C:8]2[C:4]=1[CH:5]=[CH:6][NH:7]2. (3) Given the reactants Cl[C:2]1[CH:3]=[CH:4][C:5]2[O:14][CH2:13][CH2:12][C:11]3[CH:10]=[C:9]([C:15]4[N:16]([C:20]5[CH:25]=[CH:24][C:23]([F:26])=[CH:22][C:21]=5[F:27])[N:17]=[CH:18][N:19]=4)[S:8][C:7]=3[C:6]=2[N:28]=1.[CH:29]12[CH2:35][CH:32]([NH:33][CH2:34]1)[CH2:31][NH:30]2.CC(C1C=C(C(C)C)C(C2C=CC=CC=2P(C2CCCCC2)C2CCCCC2)=C(C(C)C)C=1)C.CC(C)([O-])C.N#N, predict the reaction product. The product is: [CH:29]12[CH2:35][CH:32]([NH:33][CH2:34]1)[CH2:31][N:30]2[C:2]1[CH:3]=[CH:4][C:5]2[O:14][CH2:13][CH2:12][C:11]3[CH:10]=[C:9]([C:15]4[N:16]([C:20]5[CH:25]=[CH:24][C:23]([F:26])=[CH:22][C:21]=5[F:27])[N:17]=[CH:18][N:19]=4)[S:8][C:7]=3[C:6]=2[N:28]=1. (4) The product is: [Cl:1][C:2]1[CH:3]=[CH:4][C:5]([CH2:8][CH2:9][C:10]2[C:11]([CH:15]=[O:16])=[CH:12][S:13][CH:14]=2)=[CH:6][CH:7]=1. Given the reactants [Cl:1][C:2]1[CH:7]=[CH:6][C:5]([CH:8]=[CH:9][C:10]2[C:11]([CH:15]=[O:16])=[CH:12][S:13][CH:14]=2)=[CH:4][CH:3]=1.C1(C#CC2C=C(C=O)SC=2)C=CC=CC=1.C(C1C=C(C=O)SC=1)CC1C=CC=CC=1, predict the reaction product. (5) Given the reactants [CH3:1][O:2][C:3]1[CH:4]=[C:5]2[O:9][C:8]([C:10]3[N:11]=[C:12]4[N:16]([CH:17]=3)[N:15]=[C:14]([O:18][CH3:19])[S:13]4)=[CH:7][C:6]2=[C:20]([OH:22])[CH:21]=1.O[CH2:24][C:25]1[N:26]=[C:27]([C:30]2([OH:36])[CH2:35][CH2:34][CH2:33][CH2:32][CH2:31]2)[S:28][CH:29]=1.C(P(CCCC)CCCC)CCC.N(C(N1CCCCC1)=O)=NC(N1CCCCC1)=O, predict the reaction product. The product is: [CH3:1][O:2][C:3]1[CH:21]=[C:20]([O:22][CH2:24][C:25]2[N:26]=[C:27]([C:30]3([OH:36])[CH2:35][CH2:34][CH2:33][CH2:32][CH2:31]3)[S:28][CH:29]=2)[C:6]2[CH:7]=[C:8]([C:10]3[N:11]=[C:12]4[N:16]([CH:17]=3)[N:15]=[C:14]([O:18][CH3:19])[S:13]4)[O:9][C:5]=2[CH:4]=1. (6) Given the reactants C([O:3][C:4](=O)[CH:5]([CH:11]1[CH2:16][CH2:15][N:14]([C:17]([O:19][C:20]([CH3:23])([CH3:22])[CH3:21])=[O:18])[CH2:13][CH2:12]1)[C:6](OCC)=[O:7])C.[Li+].[BH4-].Cl, predict the reaction product. The product is: [C:20]([O:19][C:17]([N:14]1[CH2:15][CH2:16][CH:11]([CH:5]([CH2:4][OH:3])[CH2:6][OH:7])[CH2:12][CH2:13]1)=[O:18])([CH3:23])([CH3:22])[CH3:21]. (7) Given the reactants [C:1]1([C:7]2[CH:8]=[N:9][C:10]3[C:15]([C:16]=2C2C=C(O)C=CC=2)=[CH:14][CH:13]=[CH:12][C:11]=3[C:24]([F:27])([F:26])[F:25])[CH:6]=[CH:5][CH:4]=[CH:3][CH:2]=1.[C:28](=[O:31])([O-])[O-].[K+].[K+].[CH2:34]([O:36][C:37](=[O:47])[CH2:38][C:39]1[CH:44]=[CH:43][C:42]([CH2:45]Br)=[CH:41][CH:40]=1)[CH3:35].Cl, predict the reaction product. The product is: [CH2:34]([O:36][C:37](=[O:47])[CH2:38][C:39]1[CH:44]=[CH:43][C:42]([CH2:45][O:31][C:28]2[CH:5]=[CH:6][CH:1]=[C:2]([C:8]3[C:7]([C:1]4[CH:2]=[CH:3][CH:4]=[CH:5][CH:6]=4)=[CH:16][C:15]4[C:10](=[C:11]([C:24]([F:27])([F:26])[F:25])[CH:12]=[CH:13][CH:14]=4)[N:9]=3)[CH:3]=2)=[CH:41][CH:40]=1)[CH3:35]. (8) Given the reactants [F:1][C:2]1[C:15]([O:16]C)=[C:14]([F:18])[CH:13]=[CH:12][C:3]=1[CH2:4][NH:5][C:6]1[CH:11]=[CH:10][CH:9]=[CH:8][N:7]=1.B(Br)(Br)Br, predict the reaction product. The product is: [F:1][C:2]1[C:3]([CH2:4][NH:5][C:6]2[CH:11]=[CH:10][CH:9]=[CH:8][N:7]=2)=[CH:12][CH:13]=[C:14]([F:18])[C:15]=1[OH:16].